Dataset: NCI-60 drug combinations with 297,098 pairs across 59 cell lines. Task: Regression. Given two drug SMILES strings and cell line genomic features, predict the synergy score measuring deviation from expected non-interaction effect. Drug 1: CC(C)NC(=O)C1=CC=C(C=C1)CNNC.Cl. Drug 2: C1CN(P(=O)(OC1)NCCCl)CCCl. Cell line: CCRF-CEM. Synergy scores: CSS=6.23, Synergy_ZIP=0.745, Synergy_Bliss=3.62, Synergy_Loewe=2.07, Synergy_HSA=3.47.